From a dataset of Forward reaction prediction with 1.9M reactions from USPTO patents (1976-2016). Predict the product of the given reaction. (1) Given the reactants CCN(C(C)C)C(C)C.[Cl:10][C:11]1[CH:19]=[CH:18][C:14]([C:15]([OH:17])=O)=[CH:13][CH:12]=1.CN(C(ON1N=NC2C=CC=CC1=2)=[N+](C)C)C.[B-](F)(F)(F)F.[CH3:42][NH:43][C@@H:44]([CH2:51][CH2:52][CH2:53][CH3:54])[CH2:45][N:46]1[CH2:49][CH:48]([OH:50])[CH2:47]1, predict the reaction product. The product is: [Cl:10][C:11]1[CH:12]=[CH:13][C:14]([C:15]([N:43]([C@@H:44]([CH2:51][CH2:52][CH2:53][CH3:54])[CH2:45][N:46]2[CH2:47][CH:48]([OH:50])[CH2:49]2)[CH3:42])=[O:17])=[CH:18][CH:19]=1. (2) The product is: [CH3:25][C:23]([C:26]1[O:30][N:29]=[C:28]([N:31]2[CH2:35][C@@:34]3([CH2:37][CH2:4][CH2:3][C@@:2]([CH2:10][N:11]4[C:15]5[CH:16]=[C:17]([C:20]#[N:21])[CH:18]=[CH:19][C:14]=5[N:13]=[CH:12]4)([CH3:1])[CH2:36]3)[O:33][C:32]2=[O:38])[CH:27]=1)([CH3:22])[CH3:24]. Given the reactants [CH3:1][C@:2]1([CH2:10][N:11]2[C:15]3[CH:16]=[C:17]([C:20]#[N:21])[CH:18]=[CH:19][C:14]=3[N:13]=[CH:12]2)CCC[C@:4]2(OC2)[CH2:3]1.[CH3:22][C:23]([C:26]1[O:30][N:29]=[C:28]([NH:31][C:32](=[O:38])[O:33][C:34]([CH3:37])([CH3:36])[CH3:35])[CH:27]=1)([CH3:25])[CH3:24].CC(C)([O-])C.[K+], predict the reaction product.